From a dataset of Full USPTO retrosynthesis dataset with 1.9M reactions from patents (1976-2016). Predict the reactants needed to synthesize the given product. (1) Given the product [CH2:1]([CH:3]([O:6][C:7]1[C:12]([C:13]#[N:15])=[C:11]([NH:16][C:17]2[C:22]([CH3:23])=[CH:21][C:20]([CH3:24])=[CH:19][C:18]=2[CH3:25])[N:10]=[C:9]([CH3:26])[CH:8]=1)[CH2:4][CH3:5])[CH3:2], predict the reactants needed to synthesize it. The reactants are: [CH2:1]([CH:3]([O:6][C:7]1[C:12]([C:13]([NH2:15])=O)=[C:11]([NH:16][C:17]2[C:22]([CH3:23])=[CH:21][C:20]([CH3:24])=[CH:19][C:18]=2[CH3:25])[N:10]=[C:9]([CH3:26])[CH:8]=1)[CH2:4][CH3:5])[CH3:2].ClC(Cl)(OC(=O)OC(Cl)(Cl)Cl)Cl.C(N(CC)CC)C. (2) Given the product [C:1]([N:5]1[CH2:29][CH2:28][CH2:27][CH2:26][C:8]2[C:9]([Br:38])=[C:10]3[C:19]4[CH:18]=[C:17]([S:20]([CH2:22][CH3:23])=[O:21])[C:16]([O:24][CH3:25])=[CH:15][C:14]=4[CH2:13][CH2:12][N:11]3[C:7]=2[C:6]1=[O:30])([CH3:2])([CH3:3])[CH3:4], predict the reactants needed to synthesize it. The reactants are: [C:1]([N:5]1[CH2:29][CH2:28][CH2:27][CH2:26][C:8]2[CH:9]=[C:10]3[C:19]4[CH:18]=[C:17]([S:20]([CH2:22][CH3:23])=[O:21])[C:16]([O:24][CH3:25])=[CH:15][C:14]=4[CH2:13][CH2:12][N:11]3[C:7]=2[C:6]1=[O:30])([CH3:4])([CH3:3])[CH3:2].C1C(=O)N([Br:38])C(=O)C1. (3) Given the product [CH3:17][C:11]1[CH:10]=[CH:9][C:8]2[C:13](=[CH:14][CH:15]=[CH:16][C:7]=2[N:25]2[CH2:24][CH2:23][NH:22][C@@H:21]([CH3:20])[CH2:26]2)[N:12]=1, predict the reactants needed to synthesize it. The reactants are: FC(F)(F)S(O[C:7]1[CH:16]=[CH:15][CH:14]=[C:13]2[C:8]=1[CH:9]=[CH:10][C:11]([CH3:17])=[N:12]2)(=O)=O.[CH3:20][C@H:21]1[CH2:26][NH:25][CH2:24][CH2:23][NH:22]1. (4) Given the product [Br:1][C:2]1[CH:11]=[C:10]2[C:5]([CH:6]=[C:7]([CH3:26])[C:8]([CH:19]([O:25][C:5]([CH3:10])([CH3:6])[CH3:4])[C:20]([O:22][CH2:23][CH3:24])=[O:21])=[C:9]2[C:12]2[CH:13]=[CH:14][C:15]([Cl:18])=[CH:16][CH:17]=2)=[CH:4][CH:3]=1, predict the reactants needed to synthesize it. The reactants are: [Br:1][C:2]1[CH:11]=[C:10]2[C:5]([CH:6]=[C:7]([CH3:26])[C:8]([CH:19]([OH:25])[C:20]([O:22][CH2:23][CH3:24])=[O:21])=[C:9]2[C:12]2[CH:17]=[CH:16][C:15]([Cl:18])=[CH:14][CH:13]=2)=[CH:4][CH:3]=1.Cl(O)(=O)(=O)=O.O.